This data is from Forward reaction prediction with 1.9M reactions from USPTO patents (1976-2016). The task is: Predict the product of the given reaction. Given the reactants [Si:1]([O:18][C@H:19]1[C:28]2[C:23](=[CH:24][CH:25]=[CH:26][CH:27]=2)[C@H:22]([NH:29]C(=O)C(F)(F)F)[CH2:21][CH2:20]1)([C:14]([CH3:17])([CH3:16])[CH3:15])([C:8]1[CH:13]=[CH:12][CH:11]=[CH:10][CH:9]=1)[C:2]1[CH:7]=[CH:6][CH:5]=[CH:4][CH:3]=1.CO.C(=O)([O-])[O-].[K+].[K+], predict the reaction product. The product is: [Si:1]([O:18][C@H:19]1[C:28]2[C:23](=[CH:24][CH:25]=[CH:26][CH:27]=2)[C@H:22]([NH2:29])[CH2:21][CH2:20]1)([C:14]([CH3:16])([CH3:17])[CH3:15])([C:8]1[CH:9]=[CH:10][CH:11]=[CH:12][CH:13]=1)[C:2]1[CH:7]=[CH:6][CH:5]=[CH:4][CH:3]=1.